This data is from NCI-60 drug combinations with 297,098 pairs across 59 cell lines. The task is: Regression. Given two drug SMILES strings and cell line genomic features, predict the synergy score measuring deviation from expected non-interaction effect. (1) Drug 1: C1=NC2=C(N1)C(=S)N=CN2. Drug 2: C(CN)CNCCSP(=O)(O)O. Cell line: RXF 393. Synergy scores: CSS=24.5, Synergy_ZIP=-5.36, Synergy_Bliss=5.46, Synergy_Loewe=-20.4, Synergy_HSA=3.76. (2) Drug 1: CC1CCC2CC(C(=CC=CC=CC(CC(C(=O)C(C(C(=CC(C(=O)CC(OC(=O)C3CCCCN3C(=O)C(=O)C1(O2)O)C(C)CC4CCC(C(C4)OC)O)C)C)O)OC)C)C)C)OC. Drug 2: CCC1=C2CN3C(=CC4=C(C3=O)COC(=O)C4(CC)O)C2=NC5=C1C=C(C=C5)O. Cell line: NCI-H322M. Synergy scores: CSS=-0.0135, Synergy_ZIP=0.704, Synergy_Bliss=-6.95, Synergy_Loewe=-6.10, Synergy_HSA=-4.75. (3) Drug 1: C(CC(=O)O)C(=O)CN.Cl. Drug 2: CC1C(C(CC(O1)OC2CC(CC3=C2C(=C4C(=C3O)C(=O)C5=C(C4=O)C(=CC=C5)OC)O)(C(=O)CO)O)N)O.Cl. Cell line: NCI-H226. Synergy scores: CSS=41.4, Synergy_ZIP=-1.05, Synergy_Bliss=-2.53, Synergy_Loewe=-45.9, Synergy_HSA=-1.26. (4) Cell line: EKVX. Drug 2: CS(=O)(=O)OCCCCOS(=O)(=O)C. Synergy scores: CSS=3.29, Synergy_ZIP=0.209, Synergy_Bliss=1.80, Synergy_Loewe=-1.67, Synergy_HSA=-0.827. Drug 1: CC1=CC2C(CCC3(C2CCC3(C(=O)C)OC(=O)C)C)C4(C1=CC(=O)CC4)C. (5) Drug 1: C(=O)(N)NO. Drug 2: CC1CCCC2(C(O2)CC(NC(=O)CC(C(C(=O)C(C1O)C)(C)C)O)C(=CC3=CSC(=N3)C)C)C. Cell line: SF-539. Synergy scores: CSS=59.0, Synergy_ZIP=2.19, Synergy_Bliss=3.40, Synergy_Loewe=-34.5, Synergy_HSA=3.71. (6) Drug 1: COC1=CC(=CC(=C1O)OC)C2C3C(COC3=O)C(C4=CC5=C(C=C24)OCO5)OC6C(C(C7C(O6)COC(O7)C8=CC=CS8)O)O. Drug 2: C1CC(C1)(C(=O)O)C(=O)O.[NH2-].[NH2-].[Pt+2]. Cell line: SW-620. Synergy scores: CSS=52.0, Synergy_ZIP=-0.839, Synergy_Bliss=1.17, Synergy_Loewe=-11.7, Synergy_HSA=5.18. (7) Drug 1: C1CN1C2=NC(=NC(=N2)N3CC3)N4CC4. Drug 2: C1CCN(CC1)CCOC2=CC=C(C=C2)C(=O)C3=C(SC4=C3C=CC(=C4)O)C5=CC=C(C=C5)O. Cell line: NCI-H460. Synergy scores: CSS=50.7, Synergy_ZIP=4.67, Synergy_Bliss=2.18, Synergy_Loewe=-0.623, Synergy_HSA=0.834.